Task: Predict the product of the given reaction.. Dataset: Forward reaction prediction with 1.9M reactions from USPTO patents (1976-2016) Given the reactants [CH3:1][NH2:2].[Cl:3][C:4]1[C:5]([O:12][CH2:13][CH2:14][CH3:15])=[C:6]([CH:9]=[CH:10][CH:11]=1)[CH:7]=O.[BH4-].[Na+], predict the reaction product. The product is: [Cl:3][C:4]1[C:5]([O:12][CH2:13][CH2:14][CH3:15])=[C:6]([CH:9]=[CH:10][CH:11]=1)[CH2:7][CH2:1][NH2:2].